Dataset: Full USPTO retrosynthesis dataset with 1.9M reactions from patents (1976-2016). Task: Predict the reactants needed to synthesize the given product. (1) Given the product [Cl:20][C:15]1[CH:14]=[C:13]([C@@H:12]2[O:11][CH2:10][CH2:9][N:8]([C:29]([O:30][C:46]([CH3:48])([CH3:1])[CH3:45])=[O:32])[CH2:7][C@H:6]2[CH2:5][C:4]2[NH:3][C:35]([CH3:36])=[N:38][N:39]=2)[CH:18]=[CH:17][C:16]=1[Cl:19], predict the reactants needed to synthesize it. The reactants are: [CH3:1]I.[NH2:3][C:4](=S)[CH2:5][C@H:6]1[C@H:12]([C:13]2[CH:18]=[CH:17][C:16]([Cl:19])=[C:15]([Cl:20])[CH:14]=2)[O:11][CH2:10][CH2:9][N:8](C(OC(C)(C)C)=O)[CH2:7]1.[C:29](=[O:32])([O-])[O-:30].[K+].[K+].[C:35]([NH:38][NH2:39])(=O)[CH3:36].C(=O)([O-])O.[Na+].[CH3:45][C:46]([CH3:48])=O. (2) Given the product [S:9]1[C:10]2[CH:16]=[CH:15][CH:14]=[CH:13][C:11]=2[N:12]=[C:8]1[C:6]1[CH:5]=[C:4]([Cl:17])[C:3]([OH:18])=[C:2]([NH:1][C:20]([NH:19][C:22]2[CH:27]=[CH:26][CH:25]=[CH:24][C:23]=2[C:28]([F:29])([F:30])[F:31])=[S:21])[CH:7]=1, predict the reactants needed to synthesize it. The reactants are: [NH2:1][C:2]1[CH:7]=[C:6]([C:8]2[S:9][C:10]3[CH:16]=[CH:15][CH:14]=[CH:13][C:11]=3[N:12]=2)[CH:5]=[C:4]([Cl:17])[C:3]=1[OH:18].[N:19]([C:22]1[CH:27]=[CH:26][CH:25]=[CH:24][C:23]=1[C:28]([F:31])([F:30])[F:29])=[C:20]=[S:21]. (3) The reactants are: Br[C:2]1[C:13](=[O:14])[N:12]([CH2:15][CH3:16])[C:5]2[N:6]=[C:7]([S:10][CH3:11])[N:8]=[CH:9][C:4]=2[CH:3]=1.[C:17]1(B(O)O)[CH:22]=[CH:21][CH:20]=[CH:19][CH:18]=1.[O-]P([O-])([O-])=O.[K+].[K+].[K+]. Given the product [CH2:15]([N:12]1[C:5]2[N:6]=[C:7]([S:10][CH3:11])[N:8]=[CH:9][C:4]=2[CH:3]=[C:2]([C:17]2[CH:22]=[CH:21][CH:20]=[CH:19][CH:18]=2)[C:13]1=[O:14])[CH3:16], predict the reactants needed to synthesize it. (4) The reactants are: Br[CH2:2][C:3](=O)[C:4]([O:6][CH2:7][CH3:8])=[O:5].COCCOC.[NH2:16][C:17]1[CH:22]=[N:21][CH:20]=[CH:19][N:18]=1. Given the product [CH2:7]([O:6][C:4]([C:3]1[N:16]=[C:17]2[CH:22]=[N:21][CH:20]=[CH:19][N:18]2[CH:2]=1)=[O:5])[CH3:8], predict the reactants needed to synthesize it. (5) The reactants are: Br[C:2]1[C:7]([CH3:8])=[CH:6][C:5]([C:9]2[N:10]=[N:11][N:12]([CH2:14][C:15]([CH3:18])([OH:17])[CH3:16])[N:13]=2)=[CH:4][C:3]=1[CH3:19].[F:20][C:21]1[CH:22]=[CH:23][C:24](B2OC(C)(C)C(C)(C)O2)=[C:25]2[C:29]=1[C@H:28]([O:30][C:31]1[CH:44]=[CH:43][C:34]3[C@H:35]([CH2:38][C:39]([O:41][CH3:42])=[O:40])[CH2:36][O:37][C:33]=3[CH:32]=1)[CH2:27][CH2:26]2.BrC1C=CC(F)=C2C=1CC[C@H]2OC1C=CC2[C@H](CC(OC)=O)COC=2C=1. Given the product [F:20][C:21]1[CH:22]=[CH:23][C:24]([C:2]2[C:7]([CH3:8])=[CH:6][C:5]([C:9]3[N:10]=[N:11][N:12]([CH2:14][C:15]([OH:17])([CH3:18])[CH3:16])[N:13]=3)=[CH:4][C:3]=2[CH3:19])=[C:25]2[C:29]=1[C@H:28]([O:30][C:31]1[CH:44]=[CH:43][C:34]3[C@H:35]([CH2:38][C:39]([O:41][CH3:42])=[O:40])[CH2:36][O:37][C:33]=3[CH:32]=1)[CH2:27][CH2:26]2, predict the reactants needed to synthesize it. (6) Given the product [CH3:1][C:2]1([CH3:22])[C:10]2=[CH:11][C:12]3[N:13]([C:24]4[CH:25]=[C:26]([OH:27])[CH:34]=[CH:35][CH:36]=4)[C:14]4[C:19]([C:20]=3[CH:21]=[C:9]2[C:8]2[C:3]1=[CH:4][CH:5]=[CH:6][CH:7]=2)=[CH:18][CH:17]=[CH:16][CH:15]=4, predict the reactants needed to synthesize it. The reactants are: [CH3:1][C:2]1([CH3:22])[C:10]2=[CH:11][C:12]3[NH:13][C:14]4[C:19]([C:20]=3[CH:21]=[C:9]2[C:8]2[C:3]1=[CH:4][CH:5]=[CH:6][CH:7]=2)=[CH:18][CH:17]=[CH:16][CH:15]=4.Br[C:24]1[CH:25]=[C:26]([CH:34]=[CH:35][CH:36]=1)[O:27]C1CCCCO1.P([O-])([O-])([O-])=O.[K+].[K+].[K+].C(P(C(C)(C)C)C(C)(C)C)(C)(C)C.C1(C)C=CC(S(O)(=O)=O)=CC=1. (7) Given the product [C:1]([Si:5]([CH3:18])([CH3:17])[O:60][CH2:59][CH2:58][C:57]1[CH:61]=[C:21]([C:27]([C:29]2[C:34]([N:35]([CH2:36][O:37][CH3:38])[S:39]([C:42]3[CH:47]=[CH:46][C:45]([Cl:48])=[C:44]([C:49]([F:52])([F:51])[F:50])[CH:43]=3)(=[O:41])=[O:40])=[CH:33][C:32]([Cl:53])=[CH:31][N:30]=2)=[O:28])[CH:19]=[CH:20][N:56]=1)([CH3:4])([CH3:3])[CH3:2], predict the reactants needed to synthesize it. The reactants are: [C:1]([Si:5]([CH3:18])([CH3:17])OCCOC1C=C(I)C=CN=1)([CH3:4])([CH3:3])[CH3:2].[CH:19]([Mg]Cl)([CH3:21])[CH3:20].CON(C)[C:27]([C:29]1[C:34]([N:35]([S:39]([C:42]2[CH:47]=[CH:46][C:45]([Cl:48])=[C:44]([C:49]([F:52])([F:51])[F:50])[CH:43]=2)(=[O:41])=[O:40])[CH2:36][O:37][CH3:38])=[CH:33][C:32]([Cl:53])=[CH:31][N:30]=1)=[O:28].[Cl-].[NH4+:56].[CH2:57]1[CH2:61][O:60][CH2:59][CH2:58]1. (8) Given the product [CH2:1]([N:3]1[C:7](=[O:8])[N:6]([CH2:10][CH2:11][OH:12])[N:5]=[N:4]1)[CH3:2], predict the reactants needed to synthesize it. The reactants are: [CH2:1]([N:3]1[C:7](=[O:8])[NH:6][N:5]=[N:4]1)[CH3:2].Br[CH2:10][CH2:11][OH:12].C(=O)([O-])[O-].[K+].[K+].